Dataset: Tyrosyl-DNA phosphodiesterase HTS with 341,365 compounds. Task: Binary Classification. Given a drug SMILES string, predict its activity (active/inactive) in a high-throughput screening assay against a specified biological target. (1) The drug is S(=O)(=O)(NC(CCSC)C(=O)Nc1cccnc1)c1c(cc(cc1)C)C. The result is 0 (inactive). (2) The drug is Clc1cc(c2n(nnc2C(=O)N\N=C(\c2ccncc2)C)c2nonc2N)ccc1Cl. The result is 0 (inactive). (3) The compound is S([O-])(=O)(=O)c1c(NC(=O)c2cc(cc(NC(=O)Nc3cc(cc(c3)C(=O)Nc3c(S([O-])(=O)=O)cc(S([O-])(=O)=O)cc3)C(=O)Nc3c(S([O-])(=O)=O)cc(S([O-])(=O)=O)cc3)c2)C(=O)Nc2c(S([O-])(=O)=O)cc(S([O-])(=O)=O)cc2)ccc(S([O-])(=O)=O)c1. The result is 1 (active). (4) The molecule is S(=O)(=O)(N(Cc1ccccc1)c1ccc(cc1)C(=O)Nc1cc(ccc1)C)C. The result is 0 (inactive). (5) The drug is O=c1n(cnc2c1cc(NC(OC)=O)cc2)C. The result is 0 (inactive).